This data is from Reaction yield outcomes from USPTO patents with 853,638 reactions. The task is: Predict the reaction yield, written as a fraction of the theoretical maximum amount of product (1.0 means a 100% yield; for example, 0.34 means a 34% yield). (1) The reactants are [C:1]([NH2:9])(=[S:8])[C:2]1[CH:7]=[CH:6][CH:5]=[N:4][CH:3]=1.Cl[CH2:11][C:12](=O)[CH3:13]. The catalyst is C(O)C. The product is [CH3:13][C:12]1[N:9]=[C:1]([C:2]2[CH:3]=[N:4][CH:5]=[CH:6][CH:7]=2)[S:8][CH:11]=1. The yield is 0.130. (2) The reactants are [F:1][C:2]1[C:11]2[CH2:10][N:9]([C@H:12]([CH:16]([CH3:18])[CH3:17])[C:13]([OH:15])=O)[C:8](=[O:19])[C:7]3=[CH:20][NH:21][C:5]([C:6]=23)=[N:4][CH:3]=1.[C:22]([C:24]1([CH3:28])[CH2:27][NH:26][CH2:25]1)#[N:23].C1C=CC2N(O)N=NC=2C=1.C(Cl)CCl. The catalyst is CN(C)C1C=CN=CC=1.CN(C=O)C. The product is [F:1][C:2]1[C:11]2[CH2:10][N:9]([C@H:12]([CH:16]([CH3:17])[CH3:18])[C:13]([N:26]3[CH2:27][C:24]([CH3:28])([C:22]#[N:23])[CH2:25]3)=[O:15])[C:8](=[O:19])[C:7]3=[CH:20][NH:21][C:5]([C:6]=23)=[N:4][CH:3]=1. The yield is 0.473. (3) The reactants are CC1(C)[O:7][CH2:6][C:5]([NH:25]C(=O)OC(C)(C)C)([C:8]2[S:12][C:11]3[CH:13]=[CH:14][C:15]([CH2:17][CH2:18][CH2:19][CH2:20][CH2:21][CH2:22][CH2:23][CH3:24])=[CH:16][C:10]=3[CH:9]=2)[CH2:4][O:3]1.IC1C=C(CCCCCCCC)C=CC=1S.ClC1C=C(C2ON=C(C3C=CC(O)=C(I)C=3)N=2)C=CC=1OCCC. No catalyst specified. The product is [NH2:25][C:5]([C:8]1[S:12][C:11]2[CH:13]=[CH:14][C:15]([CH2:17][CH2:18][CH2:19][CH2:20][CH2:21][CH2:22][CH2:23][CH3:24])=[CH:16][C:10]=2[CH:9]=1)([CH2:6][OH:7])[CH2:4][OH:3]. The yield is 0.240. (4) The yield is 0.660. The product is [NH2:1][C:2]1[CH:10]=[CH:9][CH:8]=[CH:7][C:3]=1[C:4]([N:11]1[CH2:15][CH2:14][CH2:13][CH2:12]1)=[O:6]. The catalyst is O1CCCC1. The reactants are [NH2:1][C:2]1[CH:10]=[CH:9][CH:8]=[CH:7][C:3]=1[C:4]([OH:6])=O.[NH:11]1[CH2:15][CH2:14][CH2:13][CH2:12]1.